Dataset: Experimentally validated miRNA-target interactions with 360,000+ pairs, plus equal number of negative samples. Task: Binary Classification. Given a miRNA mature sequence and a target amino acid sequence, predict their likelihood of interaction. (1) The miRNA is mmu-miR-24-3p with sequence UGGCUCAGUUCAGCAGGAACAG. The protein sequence of the target gene is MKFAEHLSAHITPEWRKQYIQYEAFKDMLYSAQDQAPSVEVTDEDTVKRYFAKFEEKFFQTCEKELAKINTFYSEKLAEAQRRFATLQNELQSSLDVQKESSGVTTLRQRRKPVFHLSHEERVQHRNIKDLKLAFSEFYLSLILLQNYQNLNFTGFRKILKKHDKILETSRGADWRVIHVEVAPFYTCKKINQLISETEAVVTNELEDGDRQKAMKRLRVPPLGAAQPAPAWTTFRVGLFCGIFIVLNITLVFAAVFKLETDRTVWPLIRIYRGGFLLIEFLFLLGINTYGWRQAGVNHV.... Result: 1 (interaction). (2) The miRNA is hsa-miR-4525 with sequence GGGGGGAUGUGCAUGCUGGUU. The protein sequence of the target gene is MKPPSSIQTSEFDSSDEEPIEDEQTPIHISWLSLSRVNCSQFLGLCALPGCKFKDVRRNVQKDTEELKSCGIQDIFVFCTRGELSKYRVPNLLDLYQQCGIITHHHPIADGGTPDIASCCEIMEELTTCLKNYRKTLIHCYGGLGRSCLVAACLLLYLSDTISPEQAIDSLRDLRGSGAIQTIKQYNYLHEFRDKLAAHLSSRDSQSRSVSR. Result: 0 (no interaction).